From a dataset of Full USPTO retrosynthesis dataset with 1.9M reactions from patents (1976-2016). Predict the reactants needed to synthesize the given product. (1) The reactants are: [N-:1]=[N+:2]=[N-:3].[Na+].[CH3:5][C:6]([CH3:11])=[CH:7][C:8]([OH:10])=[O:9]. Given the product [N:1]([C:6]([CH3:11])([CH3:5])[CH2:7][C:8]([OH:10])=[O:9])=[N+:2]=[N-:3], predict the reactants needed to synthesize it. (2) Given the product [CH:1]1([O:5][C:10]([N:42]2[CH2:41][CH2:40][CH:39]([CH2:38][CH2:37][CH2:36][CH2:35][C:32]3[CH:31]=[CH:30][C:29]([S:26]([CH3:25])(=[O:28])=[O:27])=[CH:34][CH:33]=3)[CH2:44][CH2:43]2)=[O:16])[CH2:4][CH2:3][CH2:2]1, predict the reactants needed to synthesize it. The reactants are: [CH:1]1([OH:5])[CH2:4][CH2:3][CH2:2]1.ClC(Cl)(O[C:10](=[O:16])OC(Cl)(Cl)Cl)Cl.CCN(CC)CC.[CH3:25][S:26]([C:29]1[CH:34]=[CH:33][C:32]([CH2:35][CH2:36][CH2:37][CH2:38][CH:39]2[CH2:44][CH2:43][NH:42][CH2:41][CH2:40]2)=[CH:31][CH:30]=1)(=[O:28])=[O:27]. (3) Given the product [CH3:1][C:2]([CH3:15])=[CH:3][CH2:4][NH:5][C:6]([N:8]1[CH:12]=[C:11]([O:43][C:37](=[O:38])[NH:36][CH2:35][C:34]([C:27]2[C:28]3[C:33](=[CH:32][CH:31]=[CH:30][CH:29]=3)[NH:25][CH:26]=2)=[O:39])[S:10][C:9]1=[O:14])=[O:7], predict the reactants needed to synthesize it. The reactants are: [CH3:1][C:2]([CH3:15])=[CH:3][CH2:4][NH:5][C:6]([N:8]1[C:12](=O)[CH2:11][S:10][C:9]1=[O:14])=[O:7].[H-].[Na+].C(OC([N:25]1[C:33]2[C:28](=[CH:29][CH:30]=[CH:31][CH:32]=2)[C:27]([C:34](=[O:39])[CH2:35][N:36]=[C:37]=[O:38])=[CH:26]1)=O)(C)(C)C.C1C[O:43]CC1. (4) Given the product [C:14]([CH2:2][C:3]1[CH:4]=[C:5]([CH:11]=[CH:12][CH:13]=1)[C:6]([O:8][CH2:9][CH3:10])=[O:7])#[N:15], predict the reactants needed to synthesize it. The reactants are: Cl[CH2:2][C:3]1[CH:4]=[C:5]([CH:11]=[CH:12][CH:13]=1)[C:6]([O:8][CH2:9][CH3:10])=[O:7].[C-:14]#[N:15].[Na+].